Task: Predict the reaction yield, written as a fraction of the theoretical maximum amount of product (1.0 means a 100% yield; for example, 0.34 means a 34% yield).. Dataset: Reaction yield outcomes from USPTO patents with 853,638 reactions The reactants are [NH2:1][C:2]1[CH:7]=[CH:6][CH:5]=[CH:4][C:3]=1[C:8]([OH:17])([C:13]([F:16])([F:15])[F:14])[C:9]([F:12])([F:11])[F:10].Cl[C:19](Cl)([O:21]C(=O)OC(Cl)(Cl)Cl)Cl. The catalyst is C1COCC1. The product is [F:16][C:13]([F:14])([F:15])[C:8]1([C:9]([F:10])([F:11])[F:12])[C:3]2[CH:4]=[CH:5][CH:6]=[CH:7][C:2]=2[NH:1][C:19](=[O:21])[O:17]1. The yield is 0.600.